From a dataset of Catalyst prediction with 721,799 reactions and 888 catalyst types from USPTO. Predict which catalyst facilitates the given reaction. (1) Reactant: [CH3:1][O:2][C:3]([C:5]1[NH:6][C:7](=[S:17])[NH:8][C:9]=1[C:10]1[CH:15]=[CH:14][C:13]([F:16])=[CH:12][CH:11]=1)=[O:4].[C:18]([O-])([O-])=O.[K+].[K+].CI. Product: [CH3:1][O:2][C:3]([C:5]1[N:6]=[C:7]([S:17][CH3:18])[NH:8][C:9]=1[C:10]1[CH:15]=[CH:14][C:13]([F:16])=[CH:12][CH:11]=1)=[O:4]. The catalyst class is: 5. (2) Reactant: [NH2:1][S:2]([C:5]1[CH:6]=[C:7]([N+:13]([O-])=O)[CH:8]=[C:9]([CH3:12])[C:10]=1[F:11])(=[O:4])=[O:3].C(O)C.[Cl-].[NH4+]. Product: [NH2:1][S:2]([C:5]1[CH:6]=[C:7]([CH:8]=[C:9]([CH3:12])[C:10]=1[F:11])[NH2:13])(=[O:4])=[O:3]. The catalyst class is: 150. (3) Reactant: [C@H:1]12[N:8]([C:9]([C:11]3[CH:16]=[CH:15][CH:14]=[CH:13][C:12]=3[C:17]3[O:21][N:20]=[C:19]([CH3:22])[N:18]=3)=[O:10])[CH2:7][C@H:6]1[CH2:5][CH2:4][NH:3][CH2:2]2.Cl[C:24]1[N:29]=[C:28](C)[CH:27]=[C:26](C)[N:25]=1.C[CH2:33][N:34](C(C)C)[CH:35](C)C. Product: [CH3:33][N:34]([CH3:35])[C:26]1[CH:27]=[C:28]([N:3]2[CH2:4][CH2:5][C@H:6]3[C@H:1]([N:8]([C:9]([C:11]4[CH:16]=[CH:15][CH:14]=[CH:13][C:12]=4[C:17]4[O:21][N:20]=[C:19]([CH3:22])[N:18]=4)=[O:10])[CH2:7]3)[CH2:2]2)[N:29]=[CH:24][N:25]=1. The catalyst class is: 10. (4) Reactant: [Cl:1][CH2:2][C:3](=O)[CH2:4]C(OCC)=O.[C:11]([OH:14])(=[O:13])[CH3:12].[CH2:15]([NH2:19])[CH:16]([CH3:18])[CH3:17].[C:20]1(C)C=CC=C[CH:21]=1. Product: [Cl:1][CH2:2][C:3]([NH:19][CH2:15][CH:16]([CH3:18])[CH3:17])=[CH:4][CH2:12][C:11]([O:14][CH2:20][CH3:21])=[O:13]. The catalyst class is: 8. (5) Reactant: [Cl:1][C:2]1[CH:10]=[C:9]2[C:5]([CH:6]=[N:7][NH:8]2)=[CH:4][C:3]=1[NH:11][C:12](=[O:17])[CH2:13][C:14](=O)[CH3:15].[F:18][C:19]1[CH:26]=[CH:25][C:22]([CH:23]=O)=[CH:21][CH:20]=1.[NH2:27][C:28]([NH2:30])=[O:29].[O-]S(C(F)(F)F)(=O)=O.[Yb+3].[O-]S(C(F)(F)F)(=O)=O.[O-]S(C(F)(F)F)(=O)=O. Product: [Cl:1][C:2]1[CH:10]=[C:9]2[C:5]([CH:6]=[N:7][NH:8]2)=[CH:4][C:3]=1[NH:11][C:12]([C:13]1[CH:23]([C:22]2[CH:25]=[CH:26][C:19]([F:18])=[CH:20][CH:21]=2)[NH:27][C:28](=[O:29])[NH:30][C:14]=1[CH3:15])=[O:17]. The catalyst class is: 6.